This data is from Catalyst prediction with 721,799 reactions and 888 catalyst types from USPTO. The task is: Predict which catalyst facilitates the given reaction. Reactant: CCN(C(C)C)C(C)C.[Cl:10][C:11]1[C:12]([N:24]2[CH2:29][CH2:28][CH:27]([C:30](O)=[O:31])[CH2:26][CH2:25]2)=[N:13][C:14]([S:22][CH3:23])=[C:15]([C:17]([O:19][CH2:20][CH3:21])=[O:18])[CH:16]=1.[Cl:33][C:34]1[CH:39]=[CH:38][C:37]([CH2:40][S:41]([NH2:44])(=[O:43])=[O:42])=[CH:36][CH:35]=1.F[P-](F)(F)(F)(F)F.Br[P+](N1CCCC1)(N1CCCC1)N1CCCC1. Product: [Cl:10][C:11]1[C:12]([N:24]2[CH2:25][CH2:26][CH:27]([C:30](=[O:31])[NH:44][S:41]([CH2:40][C:37]3[CH:38]=[CH:39][C:34]([Cl:33])=[CH:35][CH:36]=3)(=[O:43])=[O:42])[CH2:28][CH2:29]2)=[N:13][C:14]([S:22][CH3:23])=[C:15]([CH:16]=1)[C:17]([O:19][CH2:20][CH3:21])=[O:18]. The catalyst class is: 2.